This data is from Catalyst prediction with 721,799 reactions and 888 catalyst types from USPTO. The task is: Predict which catalyst facilitates the given reaction. Reactant: [Cl:1][C:2]1[CH:3]=[C:4]([OH:13])[C:5]([CH3:12])=[C:6]([CH:11]=1)[C:7]([O:9][CH3:10])=[O:8].O[CH:15]1[CH2:20][CH2:19][N:18]([C:21]([O:23][C:24]([CH3:27])([CH3:26])[CH3:25])=[O:22])[CH2:17][CH2:16]1.C1(P(C2C=CC=CC=2)C2C=CC=CC=2)C=CC=CC=1.CC(OC(/N=N/C(OC(C)C)=O)=O)C. Product: [Cl:1][C:2]1[CH:11]=[C:6]([C:7]([O:9][CH3:10])=[O:8])[C:5]([CH3:12])=[C:4]([CH:3]=1)[O:13][CH:15]1[CH2:20][CH2:19][N:18]([C:21]([O:23][C:24]([CH3:27])([CH3:26])[CH3:25])=[O:22])[CH2:17][CH2:16]1. The catalyst class is: 1.